From a dataset of Catalyst prediction with 721,799 reactions and 888 catalyst types from USPTO. Predict which catalyst facilitates the given reaction. (1) Reactant: [Cl:1][C:2]1[CH:7]=[CH:6][C:5]([CH:8]([C:15]2[C:23]3[C:18](=[C:19]([CH2:25][S:26][CH3:27])[CH:20]=[C:21]([F:24])[CH:22]=3)[NH:17][CH:16]=2)[CH2:9][C:10](OCC)=[O:11])=[CH:4][CH:3]=1.[H-].[Al+3].[Li+].[H-].[H-].[H-].Cl. Product: [Cl:1][C:2]1[CH:3]=[CH:4][C:5]([CH:8]([C:15]2[C:23]3[C:18](=[C:19]([CH2:25][S:26][CH3:27])[CH:20]=[C:21]([F:24])[CH:22]=3)[NH:17][CH:16]=2)[CH2:9][CH2:10][OH:11])=[CH:6][CH:7]=1. The catalyst class is: 7. (2) Reactant: [F:1][C:2]1[CH:40]=[C:39]([F:41])[CH:38]=[CH:37][C:3]=1[O:4][C:5]1[C:13]2[NH:12][C:11](=[O:14])[N:10]([CH3:15])[C:9]=2[CH:8]=[CH:7][C:6]=1[C:16]1[C:17]2[CH:26]=[CH:25][N:24](S(C3C=CC(C)=CC=3)(=O)=O)[C:18]=2[C:19](=[O:23])[N:20]([CH3:22])[CH:21]=1.[OH-].[Na+].O. Product: [F:1][C:2]1[CH:40]=[C:39]([F:41])[CH:38]=[CH:37][C:3]=1[O:4][C:5]1[C:13]2[NH:12][C:11](=[O:14])[N:10]([CH3:15])[C:9]=2[CH:8]=[CH:7][C:6]=1[C:16]1[C:17]2[CH:26]=[CH:25][NH:24][C:18]=2[C:19](=[O:23])[N:20]([CH3:22])[CH:21]=1. The catalyst class is: 8. (3) Reactant: Cl[C:2]1[C:3]2[CH:11]=[CH:10][NH:9][C:4]=2[N:5]=[C:6]([NH2:8])[N:7]=1.[CH3:12][Al](C)C. Product: [CH3:12][C:2]1[C:3]2[CH:11]=[CH:10][NH:9][C:4]=2[N:5]=[C:6]([NH2:8])[N:7]=1. The catalyst class is: 176.